This data is from HIV replication inhibition screening data with 41,000+ compounds from the AIDS Antiviral Screen. The task is: Binary Classification. Given a drug SMILES string, predict its activity (active/inactive) in a high-throughput screening assay against a specified biological target. (1) The compound is C=CCCC(C)N(C(=O)OC(C)(C)C)S(=O)(=O)c1ccc(C)cc1. The result is 0 (inactive). (2) The compound is CC(=O)OC1C(CN=[N+]=[N-])OCOC(CN=[N+]=[N-])C1OC(C)=O. The result is 0 (inactive). (3) The drug is O=S(=O)(Oc1ccccn1)c1ccc(Br)cc1. The result is 0 (inactive).